Task: Predict the reaction yield, written as a fraction of the theoretical maximum amount of product (1.0 means a 100% yield; for example, 0.34 means a 34% yield).. Dataset: Reaction yield outcomes from USPTO patents with 853,638 reactions The reactants are F[C:2]1[N:7]=[C:6]([C:8]2[C:16]3[C:11](=[CH:12][N:13]=[C:14]([C:17]4[CH:18]=[N:19][N:20]([CH3:22])[CH:21]=4)[CH:15]=3)[N:10](C3CCCCO3)[N:9]=2)[CH:5]=[CH:4][CH:3]=1.[N:29]1(C(OC(C)(C)C)=O)[CH2:34][CH2:33][NH:32][CH2:31][CH2:30]1. No catalyst specified. The product is [CH3:22][N:20]1[CH:21]=[C:17]([C:14]2[CH:15]=[C:16]3[C:8]([C:6]4[CH:5]=[CH:4][CH:3]=[C:2]([N:29]5[CH2:34][CH2:33][NH:32][CH2:31][CH2:30]5)[N:7]=4)=[N:9][NH:10][C:11]3=[CH:12][N:13]=2)[CH:18]=[N:19]1. The yield is 0.610.